The task is: Predict the reactants needed to synthesize the given product.. This data is from Full USPTO retrosynthesis dataset with 1.9M reactions from patents (1976-2016). (1) Given the product [CH3:12][O:11][C:6]1[CH:5]=[C:4]([CH2:1][CH2:2][CH3:3])[CH:9]=[CH:8][C:7]=1[OH:10], predict the reactants needed to synthesize it. The reactants are: [CH2:1]([C:4]1[CH:9]=[CH:8][C:7]([OH:10])=[C:6]([O:11][CH3:12])[CH:5]=1)[CH:2]=[CH2:3].C1(C)C=CC(S(NN)(=O)=O)=CC=1.CC([O-])=O.[Na+]. (2) Given the product [F:42][C:36]1[CH:37]=[C:38]([F:41])[CH:39]=[CH:40][C:35]=1[C:30]1[CH:31]=[C:32]2[C:27](=[CH:28][CH:29]=1)[CH:26]=[C:25]([SH:13])[CH:34]=[CH:33]2, predict the reactants needed to synthesize it. The reactants are: [H-].[Na+].C([Si]([S:13][Si](C(C)C)(C(C)C)C(C)C)(C(C)C)C(C)C)(C)C.Br[C:25]1[CH:34]=[CH:33][C:32]2[C:27](=[CH:28][CH:29]=[C:30]([C:35]3[CH:40]=[CH:39][C:38]([F:41])=[CH:37][C:36]=3[F:42])[CH:31]=2)[CH:26]=1. (3) The reactants are: [O:1]1[CH2:5][CH2:4][O:3][CH:2]1[C:6]1[CH:11]=[C:10](Br)[CH:9]=[CH:8][C:7]=1[O:13][CH3:14].C[Sn](C)(C)[C:17]1[CH:22]=[CH:21][N:20]=[CH:19][CH:18]=1. Given the product [O:1]1[CH2:5][CH2:4][O:3][CH:2]1[C:6]1[CH:11]=[C:10]([C:17]2[CH:22]=[CH:21][N:20]=[CH:19][CH:18]=2)[CH:9]=[CH:8][C:7]=1[O:13][CH3:14], predict the reactants needed to synthesize it. (4) The reactants are: C[O:2][CH2:3][C@@H:4]([O:6][C:7]1[CH:8]=[C:9]([CH:21]=[C:22]([C:24]2[NH:25][C:26]([C:29]3[O:30][CH2:31][C@@H:32]([CH3:34])[N:33]=3)=[CH:27][CH:28]=2)[CH:23]=1)[O:10][C:11]1[CH:16]=[N:15][C:14]([S:17]([CH3:20])(=[O:19])=[O:18])=[CH:13][N:12]=1)[CH3:5].B(Br)(Br)Br.C(=O)([O-])O.[Na+]. Given the product [CH3:34][C@@H:32]1[CH2:31][O:30][C:29]([C:26]2[NH:25][C:24]([C:22]3[CH:23]=[C:7]([CH:8]=[C:9]([O:10][C:11]4[CH:16]=[N:15][C:14]([S:17]([CH3:20])(=[O:19])=[O:18])=[CH:13][N:12]=4)[CH:21]=3)[O:6][C@@H:4]([CH3:5])[CH2:3][OH:2])=[CH:28][CH:27]=2)=[N:33]1, predict the reactants needed to synthesize it. (5) Given the product [Br:12][CH2:13][CH2:14][CH2:15][CH2:16][O:10][CH2:9][C@H:7]1[CH2:6][O:5][C:4]([CH3:11])([CH3:3])[O:8]1, predict the reactants needed to synthesize it. The reactants are: [OH-].[Na+].[CH3:3][C:4]1([CH3:11])[O:8][C@@H:7]([CH2:9][OH:10])[CH2:6][O:5]1.[Br:12][CH2:13][CH2:14][CH2:15][CH2:16]Br. (6) Given the product [O:28]1[C:37]2[CH:36]=[C:35]([CH2:38][N:39]([CH:47]3[CH2:52][CH2:51][N:50]([CH2:12][C:13]4([OH:27])[C:23]5[C:24]6[N:15]([C:16](=[O:26])[CH:17]=[N:18][C:19]=6[CH:20]=[CH:21][C:22]=5[F:25])[CH2:14]4)[CH2:49][CH2:48]3)[C:40](=[O:46])[O:41][C:42]([CH3:45])([CH3:44])[CH3:43])[N:34]=[CH:33][C:32]=2[O:31][CH2:30][CH2:29]1, predict the reactants needed to synthesize it. The reactants are: CC1C=CC(S(O[CH2:12][C:13]2([OH:27])[C:23]3[C:24]4[N:15]([C:16](=[O:26])[CH:17]=[N:18][C:19]=4[CH:20]=[CH:21][C:22]=3[F:25])[CH2:14]2)(=O)=O)=CC=1.[O:28]1[C:37]2[CH:36]=[C:35]([CH2:38][N:39]([CH:47]3[CH2:52][CH2:51][NH:50][CH2:49][CH2:48]3)[C:40](=[O:46])[O:41][C:42]([CH3:45])([CH3:44])[CH3:43])[N:34]=[CH:33][C:32]=2[O:31][CH2:30][CH2:29]1.C(=O)([O-])[O-].[Na+].[Na+]. (7) The reactants are: [CH3:1][O:2][CH2:3][CH2:4][CH2:5][CH2:6][CH:7]([NH:20][C:21]1[CH:30]=[CH:29][C:24]([C:25]([O:27]C)=[O:26])=[CH:23][CH:22]=1)[C:8]1[O:9][C:10]2[CH:17]=[CH:16][C:15]([O:18][CH3:19])=[CH:14][C:11]=2[C:12]=1[CH3:13].O1CCCC1.[OH-].[Na+]. Given the product [CH3:1][O:2][CH2:3][CH2:4][CH2:5][CH2:6][CH:7]([NH:20][C:21]1[CH:30]=[CH:29][C:24]([C:25]([OH:27])=[O:26])=[CH:23][CH:22]=1)[C:8]1[O:9][C:10]2[CH:17]=[CH:16][C:15]([O:18][CH3:19])=[CH:14][C:11]=2[C:12]=1[CH3:13], predict the reactants needed to synthesize it. (8) Given the product [Br:1][C:2]1[C:3](=[O:18])[N:4]([CH3:17])[C:5](=[O:16])[C:6]=1[C:7]1[C:15]2[C:10](=[CH:11][CH:12]=[CH:13][CH:14]=2)[N:9]([C:19]([O:21][C:22]([CH3:25])([CH3:24])[CH3:23])=[O:20])[CH:8]=1, predict the reactants needed to synthesize it. The reactants are: [Br:1][C:2]1[C:3](=[O:18])[N:4]([CH3:17])[C:5](=[O:16])[C:6]=1[C:7]1[C:15]2[C:10](=[CH:11][CH:12]=[CH:13][CH:14]=2)[NH:9][CH:8]=1.[C:19](O[C:19]([O:21][C:22]([CH3:25])([CH3:24])[CH3:23])=[O:20])([O:21][C:22]([CH3:25])([CH3:24])[CH3:23])=[O:20]. (9) The reactants are: [Br:1][C:2]1[C:3](=[O:17])[NH:4][C:5](=[O:16])[N:6](CCC2C=CC=CC=2)[N:7]=1.Br[CH2:19][C:20]1[CH:25]=[CH:24][C:23]([C:26]2[CH:31]=[CH:30][CH:29]=[CH:28][CH:27]=2)=[CH:22][CH:21]=1.C(I)CC1C=CC=CC=1. Given the product [C:23]1([C:26]2[CH:31]=[CH:30][CH:29]=[CH:28][CH:27]=2)[CH:24]=[CH:25][C:20]([CH2:19][N:6]2[C:5](=[O:16])[NH:4][C:3](=[O:17])[C:2]([Br:1])=[N:7]2)=[CH:21][CH:22]=1, predict the reactants needed to synthesize it.